This data is from NCI-60 drug combinations with 297,098 pairs across 59 cell lines. The task is: Regression. Given two drug SMILES strings and cell line genomic features, predict the synergy score measuring deviation from expected non-interaction effect. (1) Drug 1: CC12CCC(CC1=CCC3C2CCC4(C3CC=C4C5=CN=CC=C5)C)O. Drug 2: C1CCC(CC1)NC(=O)N(CCCl)N=O. Cell line: UACC62. Synergy scores: CSS=36.8, Synergy_ZIP=-5.30, Synergy_Bliss=2.57, Synergy_Loewe=2.62, Synergy_HSA=3.72. (2) Drug 1: CN(C)C1=NC(=NC(=N1)N(C)C)N(C)C. Drug 2: CC1=C2C(C(=O)C3(C(CC4C(C3C(C(C2(C)C)(CC1OC(=O)C(C(C5=CC=CC=C5)NC(=O)C6=CC=CC=C6)O)O)OC(=O)C7=CC=CC=C7)(CO4)OC(=O)C)O)C)OC(=O)C. Cell line: K-562. Synergy scores: CSS=22.1, Synergy_ZIP=3.46, Synergy_Bliss=0.302, Synergy_Loewe=-62.8, Synergy_HSA=-3.22.